Dataset: Catalyst prediction with 721,799 reactions and 888 catalyst types from USPTO. Task: Predict which catalyst facilitates the given reaction. (1) Reactant: Cl[S:2]([N:5]=[C:6]=[O:7])(=[O:4])=[O:3].[CH3:8][C:9]([OH:12])([CH3:11])[CH3:10].[C:13]1([C:19]2[S:23][CH:22]=[C:21]([NH:24][CH2:25][C:26]([O:28][CH3:29])=[O:27])[CH:20]=2)[CH:18]=[CH:17][CH:16]=[CH:15][CH:14]=1.C(N(C(C)C)CC)(C)C. Product: [C:9]([O:12][C:6]([NH:5][S:2]([N:24]([C:21]1[CH:20]=[C:19]([C:13]2[CH:18]=[CH:17][CH:16]=[CH:15][CH:14]=2)[S:23][CH:22]=1)[CH2:25][C:26]([O:28][CH3:29])=[O:27])(=[O:4])=[O:3])=[O:7])([CH3:11])([CH3:10])[CH3:8]. The catalyst class is: 4. (2) Reactant: O1CCCC1.COP([CH2:12][C:13]([O:15][C:16]([CH3:19])([CH3:18])[CH3:17])=[O:14])(OC)=O.[H-].[Na+].[CH:22]1([C:27]2[CH2:28][CH:29]3[CH:32]([CH:33]=2)[C:31](=O)[CH2:30]3)[CH2:26][CH2:25][CH2:24][CH2:23]1. Product: [CH:22]1([C:27]2[CH2:33][C@@H:32]3[C@H:29]([CH:28]=2)[C:30](=[CH:12][C:13]([O:15][C:16]([CH3:19])([CH3:18])[CH3:17])=[O:14])[CH2:31]3)[CH2:23][CH2:24][CH2:25][CH2:26]1. The catalyst class is: 6. (3) Reactant: [C:1]([NH:4][CH2:5][CH2:6][C:7]1[CH:12]=[CH:11][CH:10]=[CH:9][C:8]=1[C:13]1[O:17][N:16]=[C:15]([C@@H:18]2[C@@:23]([OH:38])([C:24]3[CH:29]=[CH:28][C:27]([CH2:30][O:31][CH2:32][C@@H:33]([CH3:37])[CH2:34][O:35][CH3:36])=[CH:26][CH:25]=3)[CH2:22][CH2:21][N:20](C(OC(C)(C)C)=O)[CH2:19]2)[C:14]=1[Br:46])(=[O:3])[CH3:2].Cl.O1CCOCC1. Product: [Br:46][C:14]1[C:15]([C@@H:18]2[C@@:23]([OH:38])([C:24]3[CH:29]=[CH:28][C:27]([CH2:30][O:31][CH2:32][C@@H:33]([CH3:37])[CH2:34][O:35][CH3:36])=[CH:26][CH:25]=3)[CH2:22][CH2:21][NH:20][CH2:19]2)=[N:16][O:17][C:13]=1[C:8]1[CH:9]=[CH:10][CH:11]=[CH:12][C:7]=1[CH2:6][CH2:5][NH:4][C:1](=[O:3])[CH3:2]. The catalyst class is: 4. (4) Reactant: [OH:1][C:2]1[CH:3]=[C:4]([CH:20]=[CH:21][CH:22]=1)[O:5][C:6]1[CH:15]=[C:14]2[C:9]([CH2:10][CH2:11][CH:12]([C:16]([O:18][CH3:19])=[O:17])[CH2:13]2)=[CH:8][CH:7]=1.C(=O)([O-])[O-].[K+].[K+].Cl.[CH3:30][N:31]([CH3:35])[CH2:32][CH2:33]Cl. Product: [CH3:30][N:31]([CH3:35])[CH2:32][CH2:33][O:1][C:2]1[CH:3]=[C:4]([CH:20]=[CH:21][CH:22]=1)[O:5][C:6]1[CH:15]=[C:14]2[C:9]([CH2:10][CH2:11][CH:12]([C:16]([O:18][CH3:19])=[O:17])[CH2:13]2)=[CH:8][CH:7]=1. The catalyst class is: 21.